Dataset: HIV replication inhibition screening data with 41,000+ compounds from the AIDS Antiviral Screen. Task: Binary Classification. Given a drug SMILES string, predict its activity (active/inactive) in a high-throughput screening assay against a specified biological target. (1) The drug is O=COC1CC(n2ccc(=O)[nH]c2=O)OC1CO. The result is 0 (inactive). (2) The molecule is O=C1N(CCO)NC2=NCCCN12. The result is 0 (inactive). (3) The compound is C=CC1C(OC2OC(CO)C(O)C(O)C2O)OC=C(C(=O)OC)C1CC=O. The result is 0 (inactive). (4) The molecule is O=[N+]([O-])c1ccccc1S(=O)(=O)Oc1ccc(-c2ccccc2)cc1. The result is 0 (inactive). (5) The drug is COC(=O)C(CCc1ccccc1I)C1=CCC2(CC1)OCCO2. The result is 0 (inactive). (6) The molecule is COP1OCC2CCCC2O1. The result is 0 (inactive).